This data is from Catalyst prediction with 721,799 reactions and 888 catalyst types from USPTO. The task is: Predict which catalyst facilitates the given reaction. (1) Reactant: [CH2:1]([N:8]1[CH2:23][CH2:22][CH2:21][C:10]2([CH2:13][N:12](C(OC(C)(C)C)=O)[CH2:11]2)[CH2:9]1)[C:2]1[CH:7]=[CH:6][CH:5]=[CH:4][CH:3]=1.[C:24]([OH:30])([C:26]([F:29])([F:28])[F:27])=[O:25]. Product: [F:27][C:26]([F:29])([F:28])[C:24]([OH:30])=[O:25].[CH2:1]([N:8]1[CH2:23][CH2:22][CH2:21][C:10]2([CH2:13][NH:12][CH2:11]2)[CH2:9]1)[C:2]1[CH:3]=[CH:4][CH:5]=[CH:6][CH:7]=1. The catalyst class is: 2. (2) Reactant: [C:1]([C:3]1[CH:11]=[CH:10][C:6]([C:7](Cl)=[O:8])=[CH:5][CH:4]=1)#[N:2].[NH2:12][C:13]([CH3:29])([CH2:16][N:17]1[CH:25]=[C:24]2[C:19]([C:20]([Cl:28])=[C:21]([Cl:27])[CH:22]=[C:23]2[Cl:26])=[N:18]1)[C:14]#[N:15]. Product: [C:14]([C:13]([NH:12][C:7](=[O:8])[C:6]1[CH:10]=[CH:11][C:3]([C:1]#[N:2])=[CH:4][CH:5]=1)([CH3:29])[CH2:16][N:17]1[CH:25]=[C:24]2[C:19]([C:20]([Cl:28])=[C:21]([Cl:27])[CH:22]=[C:23]2[Cl:26])=[N:18]1)#[N:15]. The catalyst class is: 1. (3) The catalyst class is: 434. Product: [CH2:1]([NH:9][C:10]1[CH:22]=[C:21]([C:23]2[CH:24]=[CH:25][CH:26]=[CH:27][CH:28]=2)[CH:20]=[CH:19][C:11]=1[C:12]([O:14][C:15]([CH3:18])([CH3:17])[CH3:16])=[O:13])[C:2]1[CH:7]=[CH:6][CH:5]=[CH:4][CH:3]=1. Reactant: [CH2:1](Br)[C:2]1[CH:7]=[CH:6][CH:5]=[CH:4][CH:3]=1.[NH2:9][C:10]1[CH:22]=[C:21]([C:23]2[CH:28]=[CH:27][CH:26]=[CH:25][CH:24]=2)[CH:20]=[CH:19][C:11]=1[C:12]([O:14][C:15]([CH3:18])([CH3:17])[CH3:16])=[O:13].C(=O)([O-])[O-].[K+].[K+].Cl. (4) The catalyst class is: 49. Product: [CH3:33][O:34][C:35]([C@@H:37]1[C@@H:41]([CH:42]=[CH:2][C:3]2[CH:4]=[CH:5][CH:6]=[CH:7][CH:8]=2)[CH2:40][N:39]([C:44]([O:46][C:47]([CH3:48])([CH3:50])[CH3:49])=[O:45])[CH2:38]1)=[O:36]. Reactant: [Br-].[CH2:2]([P+](C1C=CC=CC=1)(C1C=CC=CC=1)C1C=CC=CC=1)[C:3]1[CH:8]=[CH:7][CH:6]=[CH:5][CH:4]=1.[Li]CCCC.[CH3:33][O:34][C:35]([C@@H:37]1[C@@H:41]([CH:42]=O)[CH2:40][N:39]([C:44]([O:46][C:47]([CH3:50])([CH3:49])[CH3:48])=[O:45])[CH2:38]1)=[O:36].[NH4+].[Cl-]. (5) Reactant: [N:1]12[CH2:8][CH2:7][CH:4]([CH2:5][CH2:6]1)[C@@H:3]([NH:9][C:10]([C:12]1[O:13][C:14]3[C:20]([C:21]4[CH:26]=[CH:25][CH:24]=[CH:23][C:22]=4[O:27][CH3:28])=[CH:19][CH:18]=[CH:17][C:15]=3[CH:16]=1)=[O:11])[CH2:2]2.[C:29]1([CH3:39])[CH:34]=[CH:33][C:32]([S:35]([OH:38])(=[O:37])=[O:36])=[CH:31][CH:30]=1. Product: [S:35]([C:32]1[CH:33]=[CH:34][C:29]([CH3:39])=[CH:30][CH:31]=1)([OH:38])(=[O:37])=[O:36].[N:1]12[CH2:6][CH2:5][CH:4]([CH2:7][CH2:8]1)[C@@H:3]([NH:9][C:10]([C:12]1[O:13][C:14]3[C:20]([C:21]4[CH:26]=[CH:25][CH:24]=[CH:23][C:22]=4[O:27][CH3:28])=[CH:19][CH:18]=[CH:17][C:15]=3[CH:16]=1)=[O:11])[CH2:2]2. The catalyst class is: 5. (6) Reactant: [CH2:1]([O:3][C:4](=[O:17])[CH:5]([O:14][CH2:15][CH3:16])[CH2:6][C:7]1[CH:12]=[CH:11][C:10]([OH:13])=[CH:9][CH:8]=1)[CH3:2].[C:18]([C:20]1[CH:28]=[CH:27][C:23]([CH2:24][CH2:25]O)=[CH:22][CH:21]=1)#[N:19]. Product: [CH2:1]([O:3][C:4](=[O:17])[CH:5]([O:14][CH2:15][CH3:16])[CH2:6][C:7]1[CH:8]=[CH:9][C:10]([O:13][CH2:25][CH2:24][C:23]2[CH:27]=[CH:28][C:20]([C:18]#[N:19])=[CH:21][CH:22]=2)=[CH:11][CH:12]=1)[CH3:2]. The catalyst class is: 13. (7) Reactant: Cl.[CH3:2][O:3][C:4](=[O:7])[CH2:5][NH2:6].C(OC)(C)(C)C.[F:14][C:15]1[CH:20]=[C:19]([S:21][C:22]([F:25])([F:24])[F:23])[CH:18]=[CH:17][C:16]=1[N:26]([CH3:30])[C:27](Cl)=[O:28]. Product: [F:14][C:15]1[CH:20]=[C:19]([S:21][C:22]([F:25])([F:24])[F:23])[CH:18]=[CH:17][C:16]=1[N:26]([CH3:30])[C:27]([NH:6][CH2:5][C:4]([O:3][CH3:2])=[O:7])=[O:28]. The catalyst class is: 66.